From a dataset of Reaction yield outcomes from USPTO patents with 853,638 reactions. Predict the reaction yield, written as a fraction of the theoretical maximum amount of product (1.0 means a 100% yield; for example, 0.34 means a 34% yield). The reactants are C[O-].[Na+].[O:4]=[C:5]1[O:6][CH2:7][CH2:8]/[C:9]/1=[C:10](/[NH:12][C:13]([NH2:15])=[O:14])\[CH3:11].O. The catalyst is CO. The product is [OH:6][CH2:7][CH2:8][C:9]1[C:5]([OH:4])=[N:15][C:13]([OH:14])=[N:12][C:10]=1[CH3:11]. The yield is 0.630.